Regression. Given two drug SMILES strings and cell line genomic features, predict the synergy score measuring deviation from expected non-interaction effect. From a dataset of NCI-60 drug combinations with 297,098 pairs across 59 cell lines. (1) Drug 1: CC1=C(C=C(C=C1)NC2=NC=CC(=N2)N(C)C3=CC4=NN(C(=C4C=C3)C)C)S(=O)(=O)N.Cl. Drug 2: CN1C2=C(C=C(C=C2)N(CCCl)CCCl)N=C1CCCC(=O)O.Cl. Cell line: OVCAR3. Synergy scores: CSS=7.98, Synergy_ZIP=-2.29, Synergy_Bliss=-1.38, Synergy_Loewe=-1.93, Synergy_HSA=-3.26. (2) Drug 1: CCCS(=O)(=O)NC1=C(C(=C(C=C1)F)C(=O)C2=CNC3=C2C=C(C=N3)C4=CC=C(C=C4)Cl)F. Drug 2: CC1OCC2C(O1)C(C(C(O2)OC3C4COC(=O)C4C(C5=CC6=C(C=C35)OCO6)C7=CC(=C(C(=C7)OC)O)OC)O)O. Cell line: PC-3. Synergy scores: CSS=17.5, Synergy_ZIP=-4.87, Synergy_Bliss=0.222, Synergy_Loewe=-9.08, Synergy_HSA=-1.04. (3) Drug 1: CCN(CC)CCCC(C)NC1=C2C=C(C=CC2=NC3=C1C=CC(=C3)Cl)OC. Drug 2: COC1=C2C(=CC3=C1OC=C3)C=CC(=O)O2. Cell line: KM12. Synergy scores: CSS=35.9, Synergy_ZIP=2.92, Synergy_Bliss=0.892, Synergy_Loewe=-8.90, Synergy_HSA=1.76. (4) Drug 1: CCN(CC)CCNC(=O)C1=C(NC(=C1C)C=C2C3=C(C=CC(=C3)F)NC2=O)C. Drug 2: CC(C)CN1C=NC2=C1C3=CC=CC=C3N=C2N. Cell line: COLO 205. Synergy scores: CSS=10.8, Synergy_ZIP=-3.04, Synergy_Bliss=-3.48, Synergy_Loewe=0.580, Synergy_HSA=-3.89.